Dataset: Catalyst prediction with 721,799 reactions and 888 catalyst types from USPTO. Task: Predict which catalyst facilitates the given reaction. Reactant: [Cl:1][C:2]1[CH:7]=[CH:6][C:5]([N:8]2[C@@H:12]([C:13]3[CH:18]=[CH:17][CH:16]=[C:15]([OH:19])[CH:14]=3)[CH2:11][O:10][C:9]2=[O:20])=[CH:4][CH:3]=1.C([O-])([O-])=O.[K+].[K+].I[CH2:28][CH3:29]. Product: [Cl:1][C:2]1[CH:3]=[CH:4][C:5]([N:8]2[C@@H:12]([C:13]3[CH:18]=[CH:17][CH:16]=[C:15]([O:19][CH2:28][CH3:29])[CH:14]=3)[CH2:11][O:10][C:9]2=[O:20])=[CH:6][CH:7]=1. The catalyst class is: 3.